This data is from Reaction yield outcomes from USPTO patents with 853,638 reactions. The task is: Predict the reaction yield, written as a fraction of the theoretical maximum amount of product (1.0 means a 100% yield; for example, 0.34 means a 34% yield). (1) The product is [NH2:8][C:6]1[CH:5]=[CH:4][C:3]([C:11]2[S:12][CH2:13][C:14](=[O:17])[NH:15][N:16]=2)=[C:2]([F:1])[CH:7]=1. The yield is 0.920. The reactants are [F:1][C:2]1[CH:7]=[C:6]([N+:8]([O-])=O)[CH:5]=[CH:4][C:3]=1[C:11]1[S:12][CH2:13][C:14](=[O:17])[NH:15][N:16]=1.O.[Cl-].[NH4+].ClCCl. The catalyst is C(O)C.[Fe]. (2) The reactants are COC[N:4]1[C:8]2[CH:9]=[CH:10][C:11]([CH:13]([C:15]3[S:16][CH:17]=[C:18]([C:20]4[CH:25]=[CH:24][C:23]([CH2:26][CH2:27][C:28]([CH3:37])([O:30]C5CCCCO5)[CH3:29])=[CH:22][N:21]=4)[N:19]=3)[CH3:14])=[CH:12][C:7]=2[S:6][C:5]1=[O:38].FC(F)(F)C(O)=O. No catalyst specified. The product is [OH:30][C:28]([CH3:29])([CH3:37])[CH2:27][CH2:26][C:23]1[CH:24]=[CH:25][C:20]([C:18]2[N:19]=[C:15]([CH:13]([C:11]3[CH:10]=[CH:9][C:8]4[NH:4][C:5](=[O:38])[S:6][C:7]=4[CH:12]=3)[CH3:14])[S:16][CH:17]=2)=[N:21][CH:22]=1. The yield is 0.360.